This data is from Reaction yield outcomes from USPTO patents with 853,638 reactions. The task is: Predict the reaction yield, written as a fraction of the theoretical maximum amount of product (1.0 means a 100% yield; for example, 0.34 means a 34% yield). (1) The reactants are CN(C=O)C.[OH:6][CH2:7][CH2:8][CH2:9][N:10]1[C:19]2[C:14](=[C:15]([CH2:20][CH:21]3[S:25][C:24](=[O:26])[NH:23][C:22]3=[O:27])[CH:16]=[CH:17][CH:18]=2)[CH2:13][CH2:12][C:11]1=[O:28].C(=O)([O-])[O-].[K+].[K+].[C:35]1([C:41](Cl)([C:48]2[CH:53]=[CH:52][CH:51]=[CH:50][CH:49]=2)[C:42]2[CH:47]=[CH:46][CH:45]=[CH:44][CH:43]=2)[CH:40]=[CH:39][CH:38]=[CH:37][CH:36]=1. The catalyst is O. The product is [OH:6][CH2:7][CH2:8][CH2:9][N:10]1[C:19]2[C:14](=[C:15]([CH2:20][CH:21]3[S:25][C:24](=[O:26])[N:23]([C:41]([C:35]4[CH:40]=[CH:39][CH:38]=[CH:37][CH:36]=4)([C:48]4[CH:49]=[CH:50][CH:51]=[CH:52][CH:53]=4)[C:42]4[CH:43]=[CH:44][CH:45]=[CH:46][CH:47]=4)[C:22]3=[O:27])[CH:16]=[CH:17][CH:18]=2)[CH2:13][CH2:12][C:11]1=[O:28]. The yield is 0.406. (2) The reactants are [CH2:1]([N:8]1[C:13](=[O:14])[CH:12]=[C:11]([C:15]2[CH:20]=[CH:19][C:18]([Cl:21])=[CH:17][CH:16]=2)[C:10](Cl)=[N:9]1)[C:2]1[CH:7]=[CH:6][CH:5]=[CH:4][CH:3]=1.[Cl:23][C:24]1[CH:29]=[CH:28][CH:27]=[CH:26][C:25]=1B(O)O.[O-]P([O-])([O-])=O.[K+].[K+].[K+].C(Cl)Cl. The catalyst is C1C=CC(P(C2C=CC=CC=2)[C-]2C=CC=C2)=CC=1.C1C=CC(P(C2C=CC=CC=2)[C-]2C=CC=C2)=CC=1.Cl[Pd]Cl.[Fe+2]. The product is [CH2:1]([N:8]1[C:13](=[O:14])[CH:12]=[C:11]([C:15]2[CH:20]=[CH:19][C:18]([Cl:21])=[CH:17][CH:16]=2)[C:10]([C:25]2[CH:26]=[CH:27][CH:28]=[CH:29][C:24]=2[Cl:23])=[N:9]1)[C:2]1[CH:7]=[CH:6][CH:5]=[CH:4][CH:3]=1. The yield is 0.880. (3) The reactants are [H-].[Na+].[CH3:3][C:4]1([CH3:15])[O:8][C@@H:7]([C@@H:9]2[CH2:13][NH:12][C:11](=[O:14])[CH2:10]2)[CH2:6][O:5]1.[CH2:16](Br)[C:17]1[CH:22]=[CH:21][CH:20]=[CH:19][CH:18]=1. The catalyst is C1COCC1. The product is [CH2:16]([N:12]1[CH2:13][C@@H:9]([C@H:7]2[CH2:6][O:5][C:4]([CH3:15])([CH3:3])[O:8]2)[CH2:10][C:11]1=[O:14])[C:17]1[CH:22]=[CH:21][CH:20]=[CH:19][CH:18]=1. The yield is 0.600. (4) The reactants are C([O:5][C:6]([N:8]1[CH2:12][CH2:11][CH2:10][CH:9]1[C:13]1[NH:14][C:15]([C:18]2[CH:23]=[CH:22][C:21]([C:24]3[CH:29]=[CH:28][C:27](B4OC(C)(C)C(C)(C)O4)=[CH:26][C:25]=3[C:39]#[N:40])=[CH:20][CH:19]=2)=[CH:16][N:17]=1)=O)(C)(C)C.C(O[C:46]([N:48]1[CH2:52][CH2:51][CH2:50][CH:49]1[C:53]1[NH:54][C:55](Br)=[CH:56][N:57]=1)=[O:47])(C)(C)C.[C:59](=[O:62])([O-:61])[O-].[K+].[K+].[C:65](=O)(O)[O-].[Na+].Cl.[CH3:71][O:72][C:73]([NH:75][CH:76]([CH:80]([CH3:82])[CH3:81])C(O)=O)=[O:74].[CH3:83][N:84](C(ON1N=NC2C=CC=NC1=2)=[N+](C)C)C.F[P-](F)(F)(F)(F)F.CCN([CH:113]([CH3:115])[CH3:114])C(C)C. The catalyst is COCCOC.O1CCOCC1.C1C=CC([P]([Pd]([P](C2C=CC=CC=2)(C2C=CC=CC=2)C2C=CC=CC=2)([P](C2C=CC=CC=2)(C2C=CC=CC=2)C2C=CC=CC=2)[P](C2C=CC=CC=2)(C2C=CC=CC=2)C2C=CC=CC=2)(C2C=CC=CC=2)C2C=CC=CC=2)=CC=1.C1C=CC(P(C2C=CC=CC=2)[C-]2C=CC=C2)=CC=1.C1C=CC(P(C2C=CC=CC=2)[C-]2C=CC=C2)=CC=1.Cl[Pd]Cl.[Fe+2].CN(C=O)C.ClCCl. The product is [CH3:71][O:72][C:73](=[O:74])[NH:75][CH:76]([C:6]([N:8]1[CH2:12][CH2:11][CH2:10][CH:9]1[C:13]1[NH:14][C:15]([C:18]2[CH:19]=[CH:20][C:21]([C:24]3[CH:29]=[CH:28][C:27]([C:55]4[NH:54][C:53]([CH:49]5[CH2:50][CH2:51][CH2:52][N:48]5[C:46](=[O:47])[CH:83]([NH:84][C:59]([O:61][CH3:65])=[O:62])[CH:113]([CH3:114])[CH3:115])=[N:57][CH:56]=4)=[CH:26][C:25]=3[C:39]#[N:40])=[CH:22][CH:23]=2)=[CH:16][N:17]=1)=[O:5])[CH:80]([CH3:82])[CH3:81]. The yield is 0.370.